From a dataset of Forward reaction prediction with 1.9M reactions from USPTO patents (1976-2016). Predict the product of the given reaction. The product is: [CH2:26]([O:25][C:23](=[O:24])[CH2:22][O:15][C:12]1[CH:13]=[CH:14][C:9]([O:8][CH2:1][C:2]2[CH:3]=[CH:4][CH:5]=[CH:6][CH:7]=2)=[CH:10][C:11]=1[CH2:16][CH2:17][CH3:18])[CH3:27]. Given the reactants [CH2:1]([O:8][C:9]1[CH:14]=[CH:13][C:12]([OH:15])=[C:11]([CH2:16][CH2:17][CH3:18])[CH:10]=1)[C:2]1[CH:7]=[CH:6][CH:5]=[CH:4][CH:3]=1.[H-].[Na+].Br[CH2:22][C:23]([O:25][CH2:26][CH3:27])=[O:24], predict the reaction product.